This data is from NCI-60 drug combinations with 297,098 pairs across 59 cell lines. The task is: Regression. Given two drug SMILES strings and cell line genomic features, predict the synergy score measuring deviation from expected non-interaction effect. (1) Drug 1: C1=CC=C(C(=C1)C(C2=CC=C(C=C2)Cl)C(Cl)Cl)Cl. Drug 2: CC(C)NC(=O)C1=CC=C(C=C1)CNNC.Cl. Cell line: M14. Synergy scores: CSS=2.46, Synergy_ZIP=0.206, Synergy_Bliss=2.58, Synergy_Loewe=1.75, Synergy_HSA=1.38. (2) Drug 2: C1CN(P(=O)(OC1)NCCCl)CCCl. Cell line: M14. Drug 1: C1=NC2=C(N=C(N=C2N1C3C(C(C(O3)CO)O)F)Cl)N. Synergy scores: CSS=16.7, Synergy_ZIP=-0.226, Synergy_Bliss=-0.769, Synergy_Loewe=-90.2, Synergy_HSA=-1.27. (3) Drug 1: C1=CC(=CC=C1CC(C(=O)O)N)N(CCCl)CCCl.Cl. Drug 2: CN1C(=O)N2C=NC(=C2N=N1)C(=O)N. Cell line: MALME-3M. Synergy scores: CSS=15.3, Synergy_ZIP=-1.24, Synergy_Bliss=5.70, Synergy_Loewe=-10.1, Synergy_HSA=1.68. (4) Drug 1: C1=CC(=CC=C1CC(C(=O)O)N)N(CCCl)CCCl.Cl. Synergy scores: CSS=14.1, Synergy_ZIP=1.47, Synergy_Bliss=1.87, Synergy_Loewe=-5.15, Synergy_HSA=-2.52. Drug 2: CC(C1=C(C=CC(=C1Cl)F)Cl)OC2=C(N=CC(=C2)C3=CN(N=C3)C4CCNCC4)N. Cell line: SF-268. (5) Drug 1: CC1=C(C=C(C=C1)NC(=O)C2=CC=C(C=C2)CN3CCN(CC3)C)NC4=NC=CC(=N4)C5=CN=CC=C5. Drug 2: C1C(C(OC1N2C=NC(=NC2=O)N)CO)O. Cell line: TK-10. Synergy scores: CSS=-11.9, Synergy_ZIP=6.10, Synergy_Bliss=4.28, Synergy_Loewe=-7.31, Synergy_HSA=-6.41. (6) Drug 1: CC1C(C(CC(O1)OC2CC(CC3=C2C(=C4C(=C3O)C(=O)C5=C(C4=O)C(=CC=C5)OC)O)(C(=O)C)O)N)O.Cl. Drug 2: CC12CCC3C(C1CCC2OP(=O)(O)O)CCC4=C3C=CC(=C4)OC(=O)N(CCCl)CCCl.[Na+]. Cell line: SK-OV-3. Synergy scores: CSS=0.963, Synergy_ZIP=-4.17, Synergy_Bliss=-6.27, Synergy_Loewe=-17.4, Synergy_HSA=-6.33. (7) Drug 1: CN1CCC(CC1)COC2=C(C=C3C(=C2)N=CN=C3NC4=C(C=C(C=C4)Br)F)OC. Drug 2: CC1CCC2CC(C(=CC=CC=CC(CC(C(=O)C(C(C(=CC(C(=O)CC(OC(=O)C3CCCCN3C(=O)C(=O)C1(O2)O)C(C)CC4CCC(C(C4)OC)OCCO)C)C)O)OC)C)C)C)OC. Cell line: SN12C. Synergy scores: CSS=27.2, Synergy_ZIP=-8.29, Synergy_Bliss=-3.98, Synergy_Loewe=-1.35, Synergy_HSA=-0.528. (8) Drug 1: C1=CC(=CC=C1CCCC(=O)O)N(CCCl)CCCl. Drug 2: CC1=C(C=C(C=C1)NC(=O)C2=CC=C(C=C2)CN3CCN(CC3)C)NC4=NC=CC(=N4)C5=CN=CC=C5. Cell line: HL-60(TB). Synergy scores: CSS=59.2, Synergy_ZIP=-0.283, Synergy_Bliss=-4.80, Synergy_Loewe=-12.4, Synergy_HSA=-8.82.